Predict the reactants needed to synthesize the given product. From a dataset of Full USPTO retrosynthesis dataset with 1.9M reactions from patents (1976-2016). (1) Given the product [CH3:13][O:12][C:1](=[O:11])[C:2]1[CH:10]=[CH:9][CH:8]=[C:4]([C:5]([NH:24][CH2:23][CH2:22][NH:21][C:19]([O:18][C:15]([CH3:17])([CH3:16])[CH3:14])=[O:20])=[O:7])[CH:3]=1, predict the reactants needed to synthesize it. The reactants are: [C:1]([O:12][CH3:13])(=[O:11])[C:2]1[CH:10]=[CH:9][CH:8]=[C:4]([C:5]([O-:7])=O)[CH:3]=1.[CH3:14][C:15]([O:18][C:19]([NH:21][CH2:22][CH2:23][NH2:24])=[O:20])([CH3:17])[CH3:16].CCN=C=NCCCN(C)C.CCN(C(C)C)C(C)C. (2) Given the product [CH3:1][O:2][C:3]1[CH:4]=[C:5]2[C:10](=[C:11]3[CH2:15][C:14]([CH3:17])([CH3:16])[O:13][C:12]=13)[C:9]([C:18]1[CH:19]=[C:20]([NH:24][C:28]3[CH:29]=[N:30][CH:31]=[CH:32][CH:33]=3)[CH:21]=[CH:22][CH:23]=1)=[N:8][C:7]([CH3:26])([CH3:25])[CH2:6]2, predict the reactants needed to synthesize it. The reactants are: [CH3:1][O:2][C:3]1[CH:4]=[C:5]2[C:10](=[C:11]3[CH2:15][C:14]([CH3:17])([CH3:16])[O:13][C:12]=13)[C:9]([C:18]1[CH:19]=[C:20]([NH2:24])[CH:21]=[CH:22][CH:23]=1)=[N:8][C:7]([CH3:26])([CH3:25])[CH2:6]2.Br[C:28]1[CH:29]=[N:30][CH:31]=[CH:32][CH:33]=1.CC(C)([O-])C.[Na+].C1(P(C2C=CC=CC=2)C2C=CC3C(=CC=CC=3)C=2C2C3C(=CC=CC=3)C=CC=2P(C2C=CC=CC=2)C2C=CC=CC=2)C=CC=CC=1. (3) Given the product [Br:17][C:8]1[CH:9]=[C:10]([N+:14]([O-:16])=[O:15])[CH:11]=[C:12]([CH3:13])[C:7]=1[CH:20]=[CH2:21], predict the reactants needed to synthesize it. The reactants are: FC(F)(F)S(O[C:7]1[C:12]([CH3:13])=[CH:11][C:10]([N+:14]([O-:16])=[O:15])=[CH:9][C:8]=1[Br:17])(=O)=O.[CH2:20](C([Sn])=C(CCCC)CCCC)[CH2:21]CC.[Li+].[Cl-].[OH-].[Na+]. (4) Given the product [NH2:27][CH:24]1[CH2:23][CH2:22][N:21]([C:18]2[CH:19]=[CH:20][C:15]([C:7]3[NH:6][C:5](=[O:31])[C:4]4[C:9](=[CH:10][C:11]([O:13][CH3:14])=[CH:12][C:3]=4[O:2][CH3:1])[N:8]=3)=[CH:16][CH:17]=2)[CH2:26][CH2:25]1, predict the reactants needed to synthesize it. The reactants are: [CH3:1][O:2][C:3]1[CH:12]=[C:11]([O:13][CH3:14])[CH:10]=[C:9]2[C:4]=1[C:5](=[O:31])[NH:6][C:7]([C:15]1[CH:20]=[CH:19][C:18]([N:21]3[CH2:26][CH2:25][CH:24]([NH:27]C(=O)C)[CH2:23][CH2:22]3)=[CH:17][CH:16]=1)=[N:8]2.[OH-].[Na+]. (5) Given the product [O:14]=[C:15]([OH:27])[C@@H:16]([C@H:18]([C@H:20]([C@@H:22]([C:24]([OH:26])=[O:25])[OH:23])[OH:21])[OH:19])[OH:17].[CH3:13][N:2]([CH3:1])[CH2:3][CH2:4][CH2:5][O:6][C:7]1[CH:8]=[N:9][CH:10]=[CH:11][CH:12]=1.[CH3:1][N:2]([CH2:3][CH2:4][CH2:5][O:6][C:7]1[CH:8]=[N:9][CH:10]=[CH:11][CH:12]=1)[CH3:13], predict the reactants needed to synthesize it. The reactants are: [CH3:1][N:2]([CH3:13])[CH2:3][CH2:4][CH2:5][O:6][C:7]1[CH:8]=[N:9][CH:10]=[CH:11][CH:12]=1.[O:14]=[C:15]([OH:27])[C@@H:16]([C@H:18]([C@H:20]([C@@H:22]([C:24]([OH:26])=[O:25])[OH:23])[OH:21])[OH:19])[OH:17].O. (6) Given the product [NH2:33][C:41]1[N:42]=[CH:43][C:44]([CH2:47][NH:48][C:49](=[O:50])[NH:1][CH2:2][CH2:3][CH2:4][CH2:5][C:6]2[CH:15]=[CH:14][C:9]([C:10]([NH:12][CH3:13])=[O:11])=[C:8]([NH:16][CH2:17][CH3:18])[N:7]=2)=[CH:45][CH:46]=1, predict the reactants needed to synthesize it. The reactants are: [NH2:1][CH2:2][CH2:3][CH2:4][CH2:5][C:6]1[CH:15]=[CH:14][C:9]([C:10]([NH:12][CH3:13])=[O:11])=[C:8]([NH:16][CH2:17][CH3:18])[N:7]=1.C(N(CC)CC)C.C(OC([N:33]([C:41]1[CH:46]=[CH:45][C:44]([CH2:47][NH2:48])=[CH:43][N:42]=1)C(OC(C)(C)C)=O)=O)(C)(C)C.[C:49](O)(C(F)(F)F)=[O:50]. (7) Given the product [CH2:1]([C:5]12[CH2:17][CH:16]([CH2:18][C:19](=[O:22])[CH2:20][OH:21])[C:15](=[O:23])[C:14]([CH3:24])=[C:13]1[C:12]1[C:7](=[CH:8][C:9]([OH:25])=[CH:10][CH:11]=1)[CH2:6]2)[CH2:2][CH2:3][CH3:4], predict the reactants needed to synthesize it. The reactants are: [CH2:1]([C:5]12[CH2:17][CH:16]([CH2:18][C:19](=[O:22])[CH2:20][OH:21])[C:15](=[O:23])[C:14]([CH3:24])=[C:13]1[C:12]1[C:7](=[CH:8][C:9]([O:25]COC)=[CH:10][CH:11]=1)[CH2:6]2)[CH2:2][CH2:3][CH3:4].Cl. (8) The reactants are: [Br:1][C:2]1[CH:27]=[CH:26][C:25]([O:28]C)=[CH:24][C:3]=1[CH2:4][NH:5][C:6]1[C:11]([Cl:12])=[CH:10][N:9]=[C:8]([NH:13][C:14]2[CH:15]=[C:16]([CH2:20][CH2:21][CH2:22]O)[CH:17]=[CH:18][CH:19]=2)[N:7]=1.B(Br)(Br)[Br:31].C([O-])([O-])=O.[Na+].[Na+]. Given the product [Br:1][C:2]1[CH:27]=[CH:26][C:25]([OH:28])=[CH:24][C:3]=1[CH2:4][NH:5][C:6]1[C:11]([Cl:12])=[CH:10][N:9]=[C:8]([NH:13][C:14]2[CH:19]=[CH:18][CH:17]=[C:16]([CH2:20][CH2:21][CH2:22][Br:31])[CH:15]=2)[N:7]=1, predict the reactants needed to synthesize it. (9) Given the product [CH3:1][CH2:2][O:3][C:4]([C:6]1([CH3:14])[N:10]([C:19](=[O:20])[CH3:16])[CH:9]([C:11]([OH:13])=[O:12])[CH2:8][S:7]1)=[O:5], predict the reactants needed to synthesize it. The reactants are: [CH3:1][CH2:2][O:3][C:4]([C:6]1([CH3:14])[NH:10][CH:9]([C:11]([OH:13])=[O:12])[CH2:8][S:7]1)=[O:5].N[C@@H:16]([C:19](O)=[O:20])CS. (10) Given the product [CH3:46][N:44]1[CH:45]=[C:41]([CH2:40][NH:39][C:2]2[CH:9]=[C:8]([N:10]3[C:22]4[CH:21]=[CH:20][CH:19]=[C:18]([C:23]5[CH:24]=[N:25][C:26]6[C:31]([CH:32]=5)=[CH:30][CH:29]=[CH:28][CH:27]=6)[C:17]=4[C:16]4[C:11]3=[CH:12][CH:13]=[CH:14][CH:15]=4)[CH:7]=[CH:6][C:3]=2[C:4]([NH2:5])=[O:47])[CH:42]=[N:43]1, predict the reactants needed to synthesize it. The reactants are: F[C:2]1[CH:9]=[C:8]([N:10]2[C:22]3[CH:21]=[CH:20][CH:19]=[C:18]([C:23]4[CH:24]=[N:25][C:26]5[C:31]([CH:32]=4)=[CH:30][CH:29]=[CH:28][CH:27]=5)[C:17]=3[C:16]3[C:11]2=[CH:12][CH:13]=[CH:14][CH:15]=3)[CH:7]=[CH:6][C:3]=1[C:4]#[N:5].C(=O)([O-])[O-].[K+].[K+].[NH2:39][CH2:40][C:41]1[CH:42]=[N:43][N:44]([CH3:46])[CH:45]=1.[OH-:47].[Na+].OO.